The task is: Predict the product of the given reaction.. This data is from Forward reaction prediction with 1.9M reactions from USPTO patents (1976-2016). (1) The product is: [Cl:1][C:2]1[CH:43]=[CH:42][C:5]2[N:6]([S:31]([C:34]3[CH:35]=[CH:36][C:37]([O:40][CH3:41])=[CH:38][CH:39]=3)(=[O:33])=[O:32])[C:7](=[O:30])[N:8]([CH:9]([C:24]3[CH:25]=[CH:26][CH:27]=[CH:28][CH:29]=3)[C:10](=[O:23])[N:11]3[CH2:12][CH2:13][N:14]([CH:17]4[CH2:18][CH2:19][N:20]([CH2:44][CH2:45][CH3:46])[CH2:21][CH2:22]4)[CH2:15][CH2:16]3)[C:4]=2[CH:3]=1. Given the reactants [Cl:1][C:2]1[CH:43]=[CH:42][C:5]2[N:6]([S:31]([C:34]3[CH:39]=[CH:38][C:37]([O:40][CH3:41])=[CH:36][CH:35]=3)(=[O:33])=[O:32])[C:7](=[O:30])[N:8]([CH:9]([C:24]3[CH:29]=[CH:28][CH:27]=[CH:26][CH:25]=3)[C:10](=[O:23])[N:11]3[CH2:16][CH2:15][N:14]([CH:17]4[CH2:22][CH2:21][NH:20][CH2:19][CH2:18]4)[CH2:13][CH2:12]3)[C:4]=2[CH:3]=1.[CH:44](=O)[CH2:45][CH3:46].C(O[BH-](OC(=O)C)OC(=O)C)(=O)C, predict the reaction product. (2) Given the reactants [Cl:1][C:2]1[N:7]=[CH:6][C:5]([C:8]2[CH:9]=[CH:10][C:11]3[O:17][CH2:16][CH2:15][N:14]([C:18]([O:20][C:21]([CH3:24])([CH3:23])[CH3:22])=[O:19])[CH2:13][C:12]=3[CH:25]=2)=[CH:4][CH:3]=1.C1C=C(Cl)C=C(C(OO)=[O:34])C=1, predict the reaction product. The product is: [C:21]([O:20][C:18]([N:14]1[CH2:13][C:12]2[CH:25]=[C:8]([C:5]3[CH:4]=[CH:3][C:2]([Cl:1])=[N+:7]([O-:34])[CH:6]=3)[CH:9]=[CH:10][C:11]=2[O:17][CH2:16][CH2:15]1)=[O:19])([CH3:22])([CH3:24])[CH3:23].